From a dataset of Forward reaction prediction with 1.9M reactions from USPTO patents (1976-2016). Predict the product of the given reaction. (1) Given the reactants CC(OI1(OC(C)=O)(OC(C)=O)OC(=O)C2C=CC=CC1=2)=O.[Cl:23][C:24]1[C:29](/[CH:30]=[C:31](\[C:34]2[CH:39]=[CH:38][C:37]([F:40])=[CH:36][CH:35]=2)/[CH2:32][OH:33])=[CH:28][CH:27]=[CH:26][N:25]=1, predict the reaction product. The product is: [Cl:23][C:24]1[C:29](/[CH:30]=[C:31](\[C:34]2[CH:35]=[CH:36][C:37]([F:40])=[CH:38][CH:39]=2)/[CH:32]=[O:33])=[CH:28][CH:27]=[CH:26][N:25]=1. (2) The product is: [NH2:19][C@@:9]([C:4]1[C:5]([F:8])=[N:6][CH:7]=[C:2]([Br:1])[CH:3]=1)([CH2:10][F:11])[CH2:12][C@H:13]([OH:18])[C:14]([F:16])([F:15])[F:17]. Given the reactants [Br:1][C:2]1[CH:3]=[C:4]([C@@:9]([NH:19][S@@](C(C)(C)C)=O)([CH2:12][C@H:13]([OH:18])[C:14]([F:17])([F:16])[F:15])[CH2:10][F:11])[C:5]([F:8])=[N:6][CH:7]=1.Cl.O1CCOCC1, predict the reaction product. (3) Given the reactants C1N=CN([C:6](N2C=NC=C2)=[O:7])C=1.[C:13]1([CH2:19][S:20]([NH2:23])(=[O:22])=[O:21])[CH:18]=[CH:17][CH:16]=[CH:15][CH:14]=1.Cl.Cl.[NH2:26][CH:27]1[CH2:32][CH2:31][N:30]([C:33]2[C:43]([C:44]#[N:45])=[CH:42][C:36]([C:37]([O:39][CH2:40][CH3:41])=[O:38])=[C:35]([CH3:46])[N:34]=2)[CH2:29][CH2:28]1.CCN(C(C)C)C(C)C, predict the reaction product. The product is: [CH2:19]([S:20]([NH:23][C:6]([NH:26][CH:27]1[CH2:32][CH2:31][N:30]([C:33]2[C:43]([C:44]#[N:45])=[CH:42][C:36]([C:37]([O:39][CH2:40][CH3:41])=[O:38])=[C:35]([CH3:46])[N:34]=2)[CH2:29][CH2:28]1)=[O:7])(=[O:21])=[O:22])[C:13]1[CH:14]=[CH:15][CH:16]=[CH:17][CH:18]=1. (4) Given the reactants [F:1][C:2]1[CH:7]=[CH:6][C:5]([C:8]2[S:16][C:15]3[C:14](=[O:17])[N:13]([CH:18]4[CH2:23][CH2:22][N:21]([C:24]([O:26][C:27]([CH3:30])([CH3:29])[CH3:28])=[O:25])[CH2:20][CH2:19]4)[C:12](=[O:31])[NH:11][C:10]=3[CH:9]=2)=[C:4]([O:32][CH3:33])[CH:3]=1.Br[CH2:35][C:36]1[CH:41]=[CH:40][CH:39]=[CH:38][CH:37]=1.C(=O)([O-])[O-].[K+].[K+], predict the reaction product. The product is: [CH2:35]([N:11]1[C:10]2[CH:9]=[C:8]([C:5]3[CH:6]=[CH:7][C:2]([F:1])=[CH:3][C:4]=3[O:32][CH3:33])[S:16][C:15]=2[C:14](=[O:17])[N:13]([CH:18]2[CH2:23][CH2:22][N:21]([C:24]([O:26][C:27]([CH3:28])([CH3:29])[CH3:30])=[O:25])[CH2:20][CH2:19]2)[C:12]1=[O:31])[C:36]1[CH:41]=[CH:40][CH:39]=[CH:38][CH:37]=1. (5) The product is: [C:24]([O:23][C:21]([N:17]1[CH2:18][CH2:19][CH2:20][C@@H:15]([CH2:14][N:13]2[C:36]([C:35]3[C:38]([F:42])=[CH:39][CH:40]=[CH:41][C:34]=3[Cl:33])=[N:28][C:10]3[C:11]2=[N:12][C:7]([NH:6][CH2:5][C:4]2[CH:29]=[CH:30][C:31]([F:32])=[C:2]([F:1])[CH:3]=2)=[N:8][CH:9]=3)[CH2:16]1)=[O:22])([CH3:25])([CH3:26])[CH3:27]. Given the reactants [F:1][C:2]1[CH:3]=[C:4]([CH:29]=[CH:30][C:31]=1[F:32])[CH2:5][NH:6][C:7]1[N:12]=[C:11]([NH:13][CH2:14][C@@H:15]2[CH2:20][CH2:19][CH2:18][N:17]([C:21]([O:23][C:24]([CH3:27])([CH3:26])[CH3:25])=[O:22])[CH2:16]2)[C:10]([NH2:28])=[CH:9][N:8]=1.[Cl:33][C:34]1[CH:41]=[CH:40][CH:39]=[C:38]([F:42])[C:35]=1[CH:36]=O, predict the reaction product.